Dataset: Forward reaction prediction with 1.9M reactions from USPTO patents (1976-2016). Task: Predict the product of the given reaction. (1) Given the reactants [CH2:1]([C@@H:5]1[NH:10][CH2:9][C@H:8]([CH:11]([CH3:13])[CH3:12])[NH:7][C:6]1=[O:14])[CH:2]([CH3:4])[CH3:3].[F:15][C:16]1[CH:21]=[CH:20][C:19]([C:22]2[O:26][N:25]=[C:24]([CH:27]=O)[CH:23]=2)=[CH:18][CH:17]=1.C([C@@H]1N(CC2C=C(C3C=CC=CC=3)ON=2)C[C@H](CC(C)C)NC1=O)C(C)C, predict the reaction product. The product is: [F:15][C:16]1[CH:17]=[CH:18][C:19]([C:22]2[O:26][N:25]=[C:24]([CH2:27][N:10]3[CH2:9][C@H:8]([CH:11]([CH3:13])[CH3:12])[NH:7][C:6](=[O:14])[C@@H:5]3[CH2:1][CH:2]([CH3:4])[CH3:3])[CH:23]=2)=[CH:20][CH:21]=1. (2) Given the reactants [Cl:1][C:2]1[CH:7]=[CH:6][C:5]([N:8]2[C:12]([C:13]3[CH:18]=[C:17]([CH2:19][O:20][C@H:21]([CH3:26])[C:22]([F:25])([F:24])[F:23])[CH:16]=[C:15]([F:27])[CH:14]=3)=[CH:11][C:10]([NH2:28])=[N:9]2)=[CH:4][CH:3]=1.[O:29]=[C:30]1[NH:34][CH2:33][C@@H:32]([C:35](O)=[O:36])[CH2:31]1.CCN=C=NCCCN(C)C.Cl.O, predict the reaction product. The product is: [Cl:1][C:2]1[CH:7]=[CH:6][C:5]([N:8]2[C:12]([C:13]3[CH:18]=[C:17]([CH2:19][O:20][C@H:21]([CH3:26])[C:22]([F:24])([F:25])[F:23])[CH:16]=[C:15]([F:27])[CH:14]=3)=[CH:11][C:10]([NH:28][C:35]([C@H:32]3[CH2:31][C:30](=[O:29])[NH:34][CH2:33]3)=[O:36])=[N:9]2)=[CH:4][CH:3]=1. (3) Given the reactants [F:1][C:2]1[CH:30]=[CH:29][C:5]([O:6][CH2:7][C@@H:8]([OH:28])/[CH:9]=[CH:10]/[C:11]#[C:12]/[CH:13]=[CH:14]/[CH:15]=[CH:16]/[C@@H:17]([OH:27])[C@@H:18]([OH:26])[CH2:19][O:20][CH2:21][C:22]([O:24]C)=[O:23])=[CH:4][CH:3]=1.[OH-].[Na+].P([O-])([O-])([O-])=O.[K+].[K+].[K+], predict the reaction product. The product is: [F:1][C:2]1[CH:30]=[CH:29][C:5]([O:6][CH2:7][C@@H:8]([OH:28])/[CH:9]=[CH:10]/[C:11]#[C:12]/[CH:13]=[CH:14]/[CH:15]=[CH:16]/[C@@H:17]([OH:27])[C@@H:18]([OH:26])[CH2:19][O:20][CH2:21][C:22]([OH:24])=[O:23])=[CH:4][CH:3]=1. (4) Given the reactants C(OC([NH:11][C@H:12]1[C@@H:18]2[CH:19]=[CH:20][C@@H:14]([C@@H:15]3[C@H:17]2[CH2:16]3)[C@H:13]1[C:21]([O:23][CH3:24])=[O:22])=O)C1C=CC=CC=1, predict the reaction product. The product is: [NH2:11][C@H:12]1[C@@H:18]2[CH2:19][CH2:20][C@@H:14]([C@@H:15]3[C@H:17]2[CH2:16]3)[C@H:13]1[C:21]([O:23][CH3:24])=[O:22]. (5) Given the reactants [CH2:1]([C:3]1[CH:8]=[CH:7][C:6]([CH:9]2[CH2:14][N:13]([C:15]([N:17]3[CH2:22][CH2:21][CH:20]([OH:23])[CH2:19][CH2:18]3)=[O:16])[CH2:12][CH:11]([C:24](O)=O)[CH2:10]2)=[CH:5][CH:4]=1)[CH3:2].[Cl:27][C:28]1[CH:29]=[C:30]([C:34](=[N:36][OH:37])[NH2:35])[CH:31]=[CH:32][CH:33]=1, predict the reaction product. The product is: [Cl:27][C:28]1[CH:29]=[C:30]([C:34]2[N:35]=[C:24]([CH:11]3[CH2:10][CH:9]([C:6]4[CH:5]=[CH:4][C:3]([CH2:1][CH3:2])=[CH:8][CH:7]=4)[CH2:14][N:13]([C:15]([N:17]4[CH2:18][CH2:19][CH:20]([OH:23])[CH2:21][CH2:22]4)=[O:16])[CH2:12]3)[O:37][N:36]=2)[CH:31]=[CH:32][CH:33]=1. (6) The product is: [CH3:4][O:3][C:1](=[O:2])/[CH:5]=[CH:25]/[C@H:27]1[CH2:32][CH2:31][CH2:30][N:29]([C:33]([O:35][C:36]([CH3:39])([CH3:38])[CH3:37])=[O:34])[CH2:28]1. Given the reactants [C:1]([CH:5]=P(C1C=CC=CC=1)(C1C=CC=CC=1)C1C=CC=CC=1)([O:3][CH3:4])=[O:2].[CH:25]([C@H:27]1[CH2:32][CH2:31][CH2:30][N:29]([C:33]([O:35][C:36]([CH3:39])([CH3:38])[CH3:37])=[O:34])[CH2:28]1)=O, predict the reaction product. (7) Given the reactants O[C@H:2]1[CH2:12][C@@:11]2([CH3:14])[O:13][C@@:3]31[C@@H:15]1[C@@H:7]([N:8]([C:17]4[CH:24]=[CH:23][C:20]([C:21]#[N:22])=[C:19]([C:25]([F:28])([F:27])[F:26])[CH:18]=4)[C:9](=[O:16])[C@H:10]21)[O:6][CH2:5][CH2:4]3.[CH3:29][O:30][C:31](=[O:52])[CH:32]=P(C1C=CC=CC=1)(C1C=CC=CC=1)C1C=CC=CC=1, predict the reaction product. The product is: [C:21]([C:20]1[CH:23]=[CH:24][C:17]([N:8]2[C@@H:7]3[C@@H:15]4[C@@H:10]([C@:11]5([CH3:14])[O:13][C@@:3]4([CH2:4][CH2:5][O:6]3)/[C:2](=[CH:32]/[C:31]([O:30][CH3:29])=[O:52])/[CH2:12]5)[C:9]2=[O:16])=[CH:18][C:19]=1[C:25]([F:26])([F:27])[F:28])#[N:22].